This data is from Reaction yield outcomes from USPTO patents with 853,638 reactions. The task is: Predict the reaction yield, written as a fraction of the theoretical maximum amount of product (1.0 means a 100% yield; for example, 0.34 means a 34% yield). (1) The product is [C:3]([C:5]1[CH:14]=[C:13]2[C:8]([CH:9]=[CH:10][C:11]([C:15]([OH:17])=[O:16])=[CH:12]2)=[CH:7][CH:6]=1)#[N:4]. The reactants are [OH-].[Na+].[C:3]([C:5]1[CH:14]=[C:13]2[C:8]([CH:9]=[CH:10][C:11]([C:15]([O:17]C)=[O:16])=[CH:12]2)=[CH:7][CH:6]=1)#[N:4]. The yield is 0.990. The catalyst is O.CCO.C(Cl)Cl. (2) The yield is 0.975. The reactants are [NH2:1][C:2]1[CH:11]=[CH:10][C:9]([C:12]#[N:13])=[CH:8][C:3]=1[C:4]([O:6]C)=[O:5].[OH-].[Na+]. The catalyst is CO. The product is [NH2:1][C:2]1[CH:11]=[CH:10][C:9]([C:12]#[N:13])=[CH:8][C:3]=1[C:4]([OH:6])=[O:5]. (3) The reactants are [CH2:1]([O:8][C:9]1[C:14](OC)=[CH:13][C:12](B(O)O)=[C:11]([O:20][CH3:21])[CH:10]=1)[C:2]1[CH:7]=[CH:6][CH:5]=[CH:4][CH:3]=1.[CH3:22][O:23][C:24](=[O:42])[C:25]1[CH:30]=[C:29]([C:31](=[O:33])[CH3:32])[CH:28]=[CH:27][C:26]=1OS(C(F)(F)F)(=O)=O.C([O-])([O-])=O.[K+].[K+].O. The catalyst is [Cl-].[Na+].O.C1C=CC([P]([Pd]([P](C2C=CC=CC=2)(C2C=CC=CC=2)C2C=CC=CC=2)([P](C2C=CC=CC=2)(C2C=CC=CC=2)C2C=CC=CC=2)[P](C2C=CC=CC=2)(C2C=CC=CC=2)C2C=CC=CC=2)(C2C=CC=CC=2)C2C=CC=CC=2)=CC=1.C(OCC)(=O)C. The product is [CH3:22][O:23][C:24]([C:25]1[C:26]([C:12]2[CH:13]=[CH:14][C:9]([O:8][CH2:1][C:2]3[CH:3]=[CH:4][CH:5]=[CH:6][CH:7]=3)=[CH:10][C:11]=2[O:20][CH3:21])=[CH:27][CH:28]=[C:29]([C:31](=[O:33])[CH3:32])[CH:30]=1)=[O:42]. The yield is 0.990. (4) The product is [CH3:12][O:11][CH:10]([O:13][CH3:14])[C:5]1[CH:8]=[CH:9][C:2]([I:1])=[CH:3][CH:4]=1. The yield is 1.00. The reactants are [I:1][C:2]1[CH:9]=[CH:8][C:5](C=O)=[CH:4][CH:3]=1.[CH:10](OC)([O:13][CH3:14])[O:11][CH3:12]. The catalyst is CO.C1(C)C=CC(S(O)(=O)=O)=CC=1. (5) The reactants are [O:1]=[C:2]1[C:10]2([C:22]3[C:13](=[CH:14][C:15]4[O:20][CH2:19][CH2:18][O:17][C:16]=4[CH:21]=3)[O:12][CH2:11]2)[C:9]2[C:4](=[CH:5][CH:6]=[CH:7][CH:8]=2)[N:3]1[CH2:23][C:24]1[C:29]([C:30](O)=[O:31])=[CH:28][CH:27]=[CH:26][N:25]=1.Cl.CN.Cl.[CH2:37]([N:39]=C=NCCCN(C)C)C.ON1C2C=CC=CC=2N=N1.CN1CCOCC1. The catalyst is O.CN(C)C=O. The product is [CH3:37][NH:39][C:30]([C:29]1[C:24]([CH2:23][N:3]2[C:4]3[C:9](=[CH:8][CH:7]=[CH:6][CH:5]=3)[C:10]3([C:22]4[C:13](=[CH:14][C:15]5[O:20][CH2:19][CH2:18][O:17][C:16]=5[CH:21]=4)[O:12][CH2:11]3)[C:2]2=[O:1])=[N:25][CH:26]=[CH:27][CH:28]=1)=[O:31]. The yield is 0.920. (6) The reactants are [C:1]1([CH2:7][C:8](Cl)=O)[CH:6]=[CH:5][CH:4]=[CH:3][CH:2]=1.[CH2:11]([O:13][C:14](=[O:33])[C:15]1[C:20]([NH:21][C:22]2[CH:27]=[CH:26][C:25]([Br:28])=[CH:24][C:23]=2[Cl:29])=[C:19]([Cl:30])[C:18]([NH:31][NH2:32])=[N:17][CH:16]=1)C.C(N(CC)CC)C.O=P(Cl)(Cl)Cl. The catalyst is C(Cl)Cl.C(Cl)CCl. The product is [CH3:11][O:13][C:14]([C:15]1[C:20]([NH:21][C:22]2[CH:27]=[CH:26][C:25]([Br:28])=[CH:24][C:23]=2[Cl:29])=[C:19]([Cl:30])[C:18]2[N:17]([C:8]([CH2:7][C:1]3[CH:2]=[CH:3][CH:4]=[CH:5][CH:6]=3)=[N:32][N:31]=2)[CH:16]=1)=[O:33]. The yield is 0.300.